Dataset: Full USPTO retrosynthesis dataset with 1.9M reactions from patents (1976-2016). Task: Predict the reactants needed to synthesize the given product. (1) Given the product [Cl:1][C:18]1[C:17]2[C:21](=[CH:22][CH:23]=[C:15]3[O:14][CH2:13][CH2:12][N:11]([C:24]([O:26][C:27]([CH3:29])([CH3:28])[CH3:30])=[O:25])[CH:10]([CH3:9])[C:16]3=2)[NH:20][CH:19]=1, predict the reactants needed to synthesize it. The reactants are: [Cl:1]N1C(=O)CCC1=O.[CH3:9][CH:10]1[C:16]2=[C:17]3[C:21](=[CH:22][CH:23]=[C:15]2[O:14][CH2:13][CH2:12][N:11]1[C:24]([O:26][C:27]([CH3:30])([CH3:29])[CH3:28])=[O:25])[NH:20][CH:19]=[CH:18]3. (2) The reactants are: [Cl:1][C:2]1[CH:9]=[CH:8][C:5]([CH:6]=O)=[CH:4][CH:3]=1.[CH3:10][C:11]1([CH3:19])[O:18][C:16](=[O:17])[CH2:15][C:13](=[O:14])[O:12]1.N1CCCC1C(O)=O.[CH2:28]([S:30][CH2:31][C:32]1[CH:33]=[CH:34][CH:35]=[C:36]2[C:40]=1[NH:39][CH:38]=[CH:37]2)[CH3:29]. Given the product [Cl:1][C:2]1[CH:9]=[CH:8][C:5]([CH:6]([C:37]2[C:36]3[C:40](=[C:32]([CH2:31][S:30][CH2:28][CH3:29])[CH:33]=[CH:34][CH:35]=3)[NH:39][CH:38]=2)[CH:15]2[C:16](=[O:17])[O:18][C:11]([CH3:19])([CH3:10])[O:12][C:13]2=[O:14])=[CH:4][CH:3]=1, predict the reactants needed to synthesize it. (3) The reactants are: Br[CH2:2][C:3]([NH:5][C:6]1[CH:11]=[CH:10][C:9]([C:12]2([C:17]3[CH:22]=[CH:21][C:20]([Cl:23])=[CH:19][CH:18]=3)[O:16][CH2:15][CH2:14][O:13]2)=[CH:8][C:7]=1[CH:24]([C:26]1[CH:31]=[CH:30][CH:29]=[C:28]([Cl:32])[CH:27]=1)[OH:25])=[O:4].CC(O)(C)C.[K].Cl. Given the product [Cl:32][C:28]1[CH:27]=[C:26]([CH:24]2[C:7]3[CH:8]=[C:9]([C:12]4([C:17]5[CH:22]=[CH:21][C:20]([Cl:23])=[CH:19][CH:18]=5)[O:16][CH2:15][CH2:14][O:13]4)[CH:10]=[CH:11][C:6]=3[NH:5][C:3](=[O:4])[CH2:2][O:25]2)[CH:31]=[CH:30][CH:29]=1, predict the reactants needed to synthesize it. (4) Given the product [Cl:1][C:2]1[CH:10]=[CH:9][C:8]2[N:7](/[CH:11]=[C:12](/[C:14]3[CH:19]=[CH:18][C:17]([F:20])=[CH:16][CH:15]=3)\[CH:21]=[CH:22]\[CH3:23])[C:6]3[CH2:24][CH2:25][N:26]([CH3:28])[CH2:27][C:5]=3[C:4]=2[CH:3]=1, predict the reactants needed to synthesize it. The reactants are: [Cl:1][C:2]1[CH:10]=[CH:9][C:8]2[N:7]([CH2:11][C:12]([CH:21]3[CH2:23][CH2:22]3)([C:14]3[CH:19]=[CH:18][C:17]([F:20])=[CH:16][CH:15]=3)O)[C:6]3[CH2:24][CH2:25][N:26]([CH3:28])[CH2:27][C:5]=3[C:4]=2[CH:3]=1.S(Cl)(Cl)=O.[OH-].[K+]. (5) Given the product [Br:1][C:2]1[CH:12]=[C:6]2[C:5]([CH2:13][N:15]([C:16]3[CH:17]=[CH:18][C:19]([CH:22]([CH3:30])[C:23]([O:25][C:26]([CH3:29])([CH3:28])[CH3:27])=[O:24])=[CH:20][CH:21]=3)[C:7]2=[O:9])=[CH:4][CH:3]=1, predict the reactants needed to synthesize it. The reactants are: [Br:1][C:2]1[CH:3]=[CH:4][C:5]([CH2:13]Br)=[C:6]([CH:12]=1)[C:7]([O:9]CC)=O.[NH2:15][C:16]1[CH:21]=[CH:20][C:19]([CH:22]([CH3:30])[C:23]([O:25][C:26]([CH3:29])([CH3:28])[CH3:27])=[O:24])=[CH:18][CH:17]=1.C(N(CC)C(C)C)(C)C. (6) Given the product [Br:1][C:2]1[CH:9]=[CH:8][C:5]([CH:6]=[CH:22][CH:23]=[O:24])=[C:4]([O:10][CH:11]([C:13]#[CH:14])[CH3:12])[CH:3]=1, predict the reactants needed to synthesize it. The reactants are: [Br:1][C:2]1[CH:9]=[CH:8][C:5]([CH:6]=O)=[C:4]([O:10][CH:11]([C:13]#[CH:14])[CH3:12])[CH:3]=1.C1(P(C2C=CC=CC=2)(C2C=CC=CC=2)=[CH:22][CH:23]=[O:24])C=CC=CC=1. (7) The reactants are: C(OC(=O)[NH:7][C:8]1[CH:9]=[C:10]2[CH:16]=[C:15]([CH:17]([C:25]3[CH:30]=[CH:29][C:28]([S:31]([CH3:34])(=[O:33])=[O:32])=[CH:27][CH:26]=3)[CH2:18][CH:19]3[CH2:24][CH2:23][O:22][CH2:21][CH2:20]3)[NH:14][C:11]2=[N:12][CH:13]=1)(C)(C)C.[ClH:36]. Given the product [ClH:36].[CH3:34][S:31]([C:28]1[CH:27]=[CH:26][C:25]([CH:17]([C:15]2[NH:14][C:11]3=[N:12][CH:13]=[C:8]([NH2:7])[CH:9]=[C:10]3[CH:16]=2)[CH2:18][CH:19]2[CH2:24][CH2:23][O:22][CH2:21][CH2:20]2)=[CH:30][CH:29]=1)(=[O:32])=[O:33], predict the reactants needed to synthesize it. (8) Given the product [Br:14][C:15]1[CH:16]=[C:17]([CH:22]=[O:23])[C:18]([F:21])=[N:19][CH:20]=1, predict the reactants needed to synthesize it. The reactants are: C(NC(C)C)(C)C.[Li].C([Li])CCC.[Br:14][C:15]1[CH:16]=[CH:17][C:18]([F:21])=[N:19][CH:20]=1.[CH:22](N1CCCCC1)=[O:23]. (9) Given the product [Cl:39][C:40]1[C:41]([OH:55])=[C:42]([C:2]2[C:10]3[C:9]([NH:11][C@H:12]([C:14]4[N:19]([C:20]5[CH:25]=[CH:24][CH:23]=[CH:22][CH:21]=5)[C:18](=[O:26])[C:17]5=[C:27]([CH3:30])[CH:28]=[CH:29][N:16]5[N:15]=4)[CH3:13])=[N:8][CH:7]=[N:6][C:5]=3[N:4]([CH2:31][O:32][CH2:33][CH2:34][Si:35]([CH3:38])([CH3:37])[CH3:36])[CH:3]=2)[CH:43]=[CH:44][CH:45]=1, predict the reactants needed to synthesize it. The reactants are: Br[C:2]1[C:10]2[C:9]([NH:11][C@H:12]([C:14]3[N:19]([C:20]4[CH:25]=[CH:24][CH:23]=[CH:22][CH:21]=4)[C:18](=[O:26])[C:17]4=[C:27]([CH3:30])[CH:28]=[CH:29][N:16]4[N:15]=3)[CH3:13])=[N:8][CH:7]=[N:6][C:5]=2[N:4]([CH2:31][O:32][CH2:33][CH2:34][Si:35]([CH3:38])([CH3:37])[CH3:36])[CH:3]=1.[Cl:39][C:40]1[CH:45]=[CH:44][CH:43]=[C:42](B2OC(C)(C)C(C)(C)O2)[C:41]=1[OH:55].C(=O)([O-])[O-].[Na+].[Na+]. (10) Given the product [BrH:1].[Br:1][CH2:4][C:3]([C:6]1[CH:11]=[CH:10][CH:9]=[CH:8][N:7]=1)=[O:5], predict the reactants needed to synthesize it. The reactants are: [Br:1]Br.[C:3]([C:6]1[CH:11]=[CH:10][CH:9]=[CH:8][N:7]=1)(=[O:5])[CH3:4].